Dataset: Full USPTO retrosynthesis dataset with 1.9M reactions from patents (1976-2016). Task: Predict the reactants needed to synthesize the given product. (1) Given the product [Br:10][C:11]1[CH:16]=[CH:15][CH:14]=[CH:13][C:12]=1[CH:17]([O:22][C:1]([N:5]1[CH:9]=[CH:8][N:7]=[CH:6]1)=[S:2])[C:18]([F:20])([F:21])[F:19], predict the reactants needed to synthesize it. The reactants are: [C:1](Cl)(Cl)=[S:2].[NH:5]1[CH:9]=[CH:8][N:7]=[CH:6]1.[Br:10][C:11]1[CH:16]=[CH:15][CH:14]=[CH:13][C:12]=1[CH:17]([OH:22])[C:18]([F:21])([F:20])[F:19]. (2) Given the product [Cl:1][C:2]1[CH:7]=[CH:6][C:5]([C@H:8]([N:10]2[CH:14]=[CH:13][O:12][C:11]2=[O:16])[CH3:9])=[CH:4][CH:3]=1, predict the reactants needed to synthesize it. The reactants are: [Cl:1][C:2]1[CH:7]=[CH:6][C:5]([C@H:8]([N:10]2[C:14](=O)[CH2:13][O:12][C:11]2=[O:16])[CH3:9])=[CH:4][CH:3]=1.[BH4-].[Na+].CC(C)=O.CS(Cl)(=O)=O. (3) Given the product [CH3:1][O:2][C:3]([NH:5][C@H:6]([C:58]1[CH:59]=[CH:60][CH:61]=[CH:62][CH:63]=1)[C:7]([N:9]1[CH2:13][CH2:12][CH2:11][C@H:10]1[C:14]1[NH:18][C:17]2[C:19]3[C:24]([CH:25]=[CH:26][C:16]=2[N:15]=1)=[CH:23][C:22]([C:27]1[CH:28]=[C:29]2[C:34](=[CH:35][CH:36]=1)[CH:33]=[C:32]([C:37]1[NH:41][C:40]([C@@H:42]4[CH2:46][CH2:45][CH2:44][N:43]4[C:47](=[O:57])[C@@H:48]([NH:52][C:53](=[O:56])[O:54][CH3:55])[CH:49]([CH3:51])[CH3:50])=[N:39][CH:38]=1)[CH:31]=[CH:30]2)=[CH:21][CH:20]=3)=[O:8])=[O:4], predict the reactants needed to synthesize it. The reactants are: [CH3:1][O:2][C:3]([NH:5][C@H:6]([C:58]1[CH:63]=[CH:62][CH:61]=[CH:60][CH:59]=1)[C:7]([N:9]1[CH2:13][CH2:12][CH2:11][C@H:10]1[C:14]1[NH:18][C:17]2[C:19]3[C:24]([CH2:25][CH2:26][C:16]=2[N:15]=1)=[CH:23][C:22]([C:27]1[CH:28]=[C:29]2[C:34](=[CH:35][CH:36]=1)[CH:33]=[C:32]([C:37]1[NH:41][C:40]([C@@H:42]4[CH2:46][CH2:45][CH2:44][N:43]4[C:47](=[O:57])[C@@H:48]([NH:52][C:53](=[O:56])[O:54][CH3:55])[CH:49]([CH3:51])[CH3:50])=[N:39][CH:38]=1)[CH:31]=[CH:30]2)=[CH:21][CH:20]=3)=[O:8])=[O:4]. (4) Given the product [NH2:1][C:4]1[CH:5]=[C:6]([CH:28]=[CH:29][CH:30]=1)[C:7]([NH2:9])=[O:8], predict the reactants needed to synthesize it. The reactants are: [N+:1]([C:4]1[CH:5]=[C:6]([CH:28]=[CH:29][CH:30]=1)[C:7]([NH:9]C1C(C)=CC(C(F)(C(F)(F)F)C(F)(F)F)=CC=1C)=[O:8])([O-])=O.[N+](C1C=C(C=CC=1)C(N)=O)([O-])=O. (5) Given the product [CH2:1]=[C:2]1[CH2:7][C@H:6]2[CH2:5][C@H:4]([CH2:13][C:14](=[O:20])[CH2:15]2)[CH2:3]1, predict the reactants needed to synthesize it. The reactants are: [CH3:1][C:2]1[CH:7]=[CH:6][C:5](S(Cl)(=O)=O)=[CH:4][CH:3]=1.N1C=C[CH:15]=[CH:14][CH:13]=1.[Cl-].[Na+].[OH2:20]. (6) Given the product [CH3:7][O:8][C:9]1[CH:10]=[C:11](/[CH:12]=[CH:26]/[C:27]([NH:29][C:30]2[CH:38]=[CH:37][CH:36]=[CH:35][C:31]=2[C:32]([OH:34])=[O:33])=[O:28])[CH:14]=[CH:15][C:16]=1[O:17][CH:18]([CH2:21][CH3:22])[CH2:19][CH3:20], predict the reactants needed to synthesize it. The reactants are: N1CCCCC1.[CH3:7][O:8][C:9]1[CH:10]=[C:11]([CH:14]=[CH:15][C:16]=1[O:17][CH:18]([CH2:21][CH3:22])[CH2:19][CH3:20])[CH:12]=O.C([CH2:26][C:27]([NH:29][C:30]1[CH:38]=[CH:37][CH:36]=[CH:35][C:31]=1[C:32]([OH:34])=[O:33])=[O:28])(O)=O.CC(O)=O. (7) Given the product [Cl:23][C:18]1[CH:17]=[C:16]([NH:15][C:5]2[C:4]3[C:9](=[CH:10][CH:11]=[C:2]([NH:1][CH2:30][C:26]4[CH:25]=[N:24][CH:29]=[CH:28][CH:27]=4)[CH:3]=3)[N:8]=[C:7]([CH3:12])[C:6]=2[C:13]#[N:14])[CH:21]=[CH:20][C:19]=1[F:22], predict the reactants needed to synthesize it. The reactants are: [NH2:1][C:2]1[CH:3]=[C:4]2[C:9](=[CH:10][CH:11]=1)[N:8]=[C:7]([CH3:12])[C:6]([C:13]#[N:14])=[C:5]2[NH:15][C:16]1[CH:21]=[CH:20][C:19]([F:22])=[C:18]([Cl:23])[CH:17]=1.[N:24]1[CH:29]=[CH:28][CH:27]=[C:26]([CH:30]=O)[CH:25]=1.[BH3-]C#N.[Na+].